This data is from Forward reaction prediction with 1.9M reactions from USPTO patents (1976-2016). The task is: Predict the product of the given reaction. (1) Given the reactants [NH2:1][CH2:2][CH2:3][O:4][CH2:5][CH2:6][O:7][CH2:8][CH2:9][NH:10][S:11]([C:14]1[CH:19]=[CH:18][C:17]([CH:20]2[C:29]3[C:24](=[C:25]([Cl:31])[CH:26]=[C:27]([Cl:30])[CH:28]=3)[CH2:23][N:22]([CH3:32])[CH2:21]2)=[CH:16][CH:15]=1)(=[O:13])=[O:12].[CH3:33][C:34]([CH3:55])([C:45]([O:47]N1C(=O)CCC1=O)=O)[C:35]([O:37]N1C(=O)CCC1=O)=O, predict the reaction product. The product is: [Cl:30][C:27]1[CH:28]=[C:29]2[C:24](=[C:25]([Cl:31])[CH:26]=1)[CH2:23][N:22]([CH3:32])[CH2:21][CH:20]2[C:17]1[CH:16]=[CH:15][C:14]([S:11]([NH:10][CH2:9][CH2:8][O:7][CH2:6][CH2:5][O:4][CH2:3][CH2:2][NH:1][C:45](=[O:47])[C:34]([CH3:33])([CH3:55])[C:35]([NH:1][CH2:2][CH2:3][O:4][CH2:5][CH2:6][O:7][CH2:8][CH2:9][NH:10][S:11]([C:14]2[CH:15]=[CH:16][C:17]([CH:20]3[C:29]4[C:24](=[C:25]([Cl:31])[CH:26]=[C:27]([Cl:30])[CH:28]=4)[CH2:23][N:22]([CH3:32])[CH2:21]3)=[CH:18][CH:19]=2)(=[O:13])=[O:12])=[O:37])(=[O:13])=[O:12])=[CH:19][CH:18]=1. (2) Given the reactants [Cl:1][C:2]1[CH:7]=[C:6]([N:8]2[CH:12]=[CH:11][CH:10]=[N:9]2)[N:5]=[C:4]([C:13]2[O:14][CH:15]=[CH:16][CH:17]=2)[N:3]=1.[Br:18]N1C(=O)CCC1=O.O, predict the reaction product. The product is: [Br:18][C:15]1[O:14][C:13]([C:4]2[N:3]=[C:2]([Cl:1])[CH:7]=[C:6]([N:8]3[CH:12]=[CH:11][CH:10]=[N:9]3)[N:5]=2)=[CH:17][CH:16]=1. (3) Given the reactants [OH:1][C:2]1[CH:7]=[CH:6][C:5]([N:8]2[CH2:13][CH2:12][C:11]3[CH:14]=[C:15]([C:17]4[CH:22]=[CH:21][C:20]([O:23][CH3:24])=[CH:19][CH:18]=4)[S:16][C:10]=3[C:9]2=[O:25])=[CH:4][C:3]=1[O:26][CH3:27].[F:28][C:29]([F:42])([F:41])[S:30](O[S:30]([C:29]([F:42])([F:41])[F:28])(=[O:32])=[O:31])(=[O:32])=[O:31], predict the reaction product. The product is: [CH3:27][O:26][C:3]1[CH:4]=[C:5]([N:8]2[CH2:13][CH2:12][C:11]3[CH:14]=[C:15]([C:17]4[CH:22]=[CH:21][C:20]([O:23][CH3:24])=[CH:19][CH:18]=4)[S:16][C:10]=3[C:9]2=[O:25])[CH:6]=[CH:7][C:2]=1[O:1][S:30]([C:29]([F:42])([F:41])[F:28])(=[O:32])=[O:31]. (4) Given the reactants [Cl:1][C:2]1[CH:7]=[CH:6][C:5]([N:8]=[C:9]2[N:13]([CH2:14][CH2:15][CH2:16][NH:17][CH2:18][C:19]([O:21][CH2:22][CH3:23])=[O:20])[C:12]([C:24]3[CH:29]=[CH:28][C:27]([F:30])=[CH:26][CH:25]=3)=[CH:11][S:10]2)=[C:4]([O:31][CH3:32])[CH:3]=1.[C:33](O[C:33]([O:35][C:36]([CH3:39])([CH3:38])[CH3:37])=[O:34])([O:35][C:36]([CH3:39])([CH3:38])[CH3:37])=[O:34], predict the reaction product. The product is: [C:36]([O:35][C:33]([N:17]([CH2:16][CH2:15][CH2:14][N:13]1[C:12]([C:24]2[CH:29]=[CH:28][C:27]([F:30])=[CH:26][CH:25]=2)=[CH:11][S:10][C:9]1=[N:8][C:5]1[CH:6]=[CH:7][C:2]([Cl:1])=[CH:3][C:4]=1[O:31][CH3:32])[CH2:18][C:19]([O:21][CH2:22][CH3:23])=[O:20])=[O:34])([CH3:39])([CH3:38])[CH3:37]. (5) Given the reactants [N:1](C1CCOC(C2N(C)N=CC=2[N+]([O-])=O)CC1O)=[N+:2]=[N-:3].[CH3:21][CH:22]1[CH:28]([C:29]2[N:33]([CH3:34])[N:32]=[CH:31][C:30]=2[N+:35]([O-:37])=[O:36])[O:27][CH2:26][C:25]2([CH3:38])[CH:23]1[O:24]2, predict the reaction product. The product is: [N:1]([CH:23]1[CH:22]([CH3:21])[CH:28]([C:29]2[N:33]([CH3:34])[N:32]=[CH:31][C:30]=2[N+:35]([O-:37])=[O:36])[O:27][CH2:26][C:25]1([CH3:38])[OH:24])=[N+:2]=[N-:3].